From a dataset of Reaction yield outcomes from USPTO patents with 853,638 reactions. Predict the reaction yield, written as a fraction of the theoretical maximum amount of product (1.0 means a 100% yield; for example, 0.34 means a 34% yield). The reactants are [CH3:1][C:2]1[N:7]=[C:6]([NH2:8])[N:5]=[C:4]([NH:9][C:10]2[CH:15]=[CH:14][C:13]([N+:16]([O-])=O)=[CH:12][N:11]=2)[CH:3]=1. The product is [NH2:16][C:13]1[CH:14]=[CH:15][C:10]([NH:9][C:4]2[CH:3]=[C:2]([CH3:1])[N:7]=[C:6]([NH2:8])[N:5]=2)=[N:11][CH:12]=1. The catalyst is CO.[Pd]. The yield is 0.990.